Dataset: Drug half-life prediction data from Obach et al.. Task: Regression/Classification. Given a drug SMILES string, predict its absorption, distribution, metabolism, or excretion properties. Task type varies by dataset: regression for continuous measurements (e.g., permeability, clearance, half-life) or binary classification for categorical outcomes (e.g., BBB penetration, CYP inhibition). For this dataset (half_life_obach), we predict log10(half-life) (log10 of half-life in hours). (1) The drug is CCC1(c2cccc(O)c2)CCCCN(C)C1. The log10(half-life) is 0.230. (2) The log10(half-life) is 0.230. The compound is O=[N+]([O-])O[C@H]1CO[C@H]2[C@@H]1OC[C@H]2O[N+](=O)[O-]. (3) The drug is CC(CN(C)C)CN1c2ccccc2CCc2ccccc21. The log10(half-life) is 1.36. (4) The drug is Cc1cn([C@H]2C[C@H](N=[N+]=[N-])[C@@H](CO)O2)c(=O)[nH]c1=O. The log10(half-life) is 0.110. (5) The molecule is N#Cc1ccc(C(c2ccc(C#N)cc2)n2cncn2)cc1. The log10(half-life) is 1.65. (6) The compound is C#C[C@]1(O)CC[C@H]2[C@@H]3CCc4cc(O)ccc4[C@H]3CC[C@@]21C. The log10(half-life) is 0.990. (7) The molecule is Nc1c(CC(=O)O)cccc1C(=O)c1ccc(Br)cc1. The log10(half-life) is 0.410. (8) The compound is NS(=O)(=O)c1cc(C2(O)NC(=O)c3ccccc32)ccc1Cl. The log10(half-life) is 1.56. (9) The compound is COc1cc2c(cc1OC)[C@@H](Cc1cc(OC)c(OC)c(OC)c1)[N+](C)(CCCOC(=O)CC/C=C/CCC(=O)OCCC[N+]1(C)CCc3cc(OC)c(OC)cc3[C@H]1Cc1cc(OC)c(OC)c(OC)c1)CC2. The log10(half-life) is -0.0800.